From a dataset of Full USPTO retrosynthesis dataset with 1.9M reactions from patents (1976-2016). Predict the reactants needed to synthesize the given product. (1) The reactants are: Br[C:2]1[CH:3]=[C:4]2[C:9](=[CH:10][CH:11]=1)[C:8](=[O:12])[NH:7][N:6]=[C:5]2[Cl:13].[NH2:14][CH2:15][C:16]1[CH:17]=[C:18]([OH:22])[CH:19]=[CH:20][CH:21]=1.C1C=CC(P(C2C(C3C(P(C4C=CC=CC=4)C4C=CC=CC=4)=CC=C4C=3C=CC=C4)=C3C(C=CC=C3)=CC=2)C2C=CC=CC=2)=CC=1.CC([O-])(C)C.[Na+]. Given the product [Cl:13][C:5]1[C:4]2[C:9](=[CH:10][CH:11]=[C:2]([NH:14][CH2:15][C:16]3[CH:21]=[CH:20][CH:19]=[C:18]([OH:22])[CH:17]=3)[CH:3]=2)[C:8](=[O:12])[NH:7][N:6]=1, predict the reactants needed to synthesize it. (2) Given the product [F:19][C:20]1[CH:25]=[CH:24][C:23]([S:26][CH:6]2[CH2:7][CH2:8][N:9]([C:12]([O:14][C:15]([CH3:16])([CH3:17])[CH3:18])=[O:13])[CH2:10][CH2:11]2)=[CH:22][CH:21]=1, predict the reactants needed to synthesize it. The reactants are: CS(O[CH:6]1[CH2:11][CH2:10][N:9]([C:12]([O:14][C:15]([CH3:18])([CH3:17])[CH3:16])=[O:13])[CH2:8][CH2:7]1)(=O)=O.[F:19][C:20]1[CH:25]=[CH:24][C:23]([SH:26])=[CH:22][CH:21]=1.C([O-])([O-])=O.[K+].[K+]. (3) Given the product [CH3:1][C:2]1[CH:3]=[CH:4][C:5]([N:8]2[C:12](=[O:13])[C:11]3[C:10](=[CH:18][CH:17]=[CH:16][CH:15]=3)[C:9]2=[O:14])=[N:6][CH:7]=1, predict the reactants needed to synthesize it. The reactants are: [CH3:1][C:2]1[CH:3]=[CH:4][C:5]([NH2:8])=[N:6][CH:7]=1.[C:9]1(=O)[O:14][C:12](=[O:13])[C:11]2=[CH:15][CH:16]=[CH:17][CH:18]=[C:10]12.CCN(C(C)C)C(C)C. (4) Given the product [F:1][C:2]1[CH:3]=[CH:4][C:5]([CH2:6][O:7][C:8]2[C:17]3[C:16]([CH3:18])([CH3:19])[CH2:15][CH2:14][C:13]([CH3:21])([CH3:20])[C:12]=3[CH:11]=[C:10]([CH:22]([OH:25])[C:23]#[C:24][C:29]3[CH:37]=[CH:36][C:32]([C:33]([OH:35])=[O:34])=[CH:31][CH:30]=3)[CH:9]=2)=[CH:26][CH:27]=1, predict the reactants needed to synthesize it. The reactants are: [F:1][C:2]1[CH:27]=[CH:26][C:5]([CH2:6][O:7][C:8]2[C:17]3[C:16]([CH3:19])([CH3:18])[CH2:15][CH2:14][C:13]([CH3:21])([CH3:20])[C:12]=3[CH:11]=[C:10]([CH:22]([OH:25])[C:23]#[CH:24])[CH:9]=2)=[CH:4][CH:3]=1.I[C:29]1[CH:37]=[CH:36][C:32]([C:33]([OH:35])=[O:34])=[CH:31][CH:30]=1. (5) Given the product [CH3:1][O:2][C:3]1[C:4]([CH3:18])=[C:5]2[C:10](=[CH:11][C:12]=1[CH3:13])[NH:9][C:8]1([CH2:14][CH2:15][CH2:16]1)[CH2:7][CH:6]2[OH:17], predict the reactants needed to synthesize it. The reactants are: [CH3:1][O:2][C:3]1[C:4]([CH3:18])=[C:5]2[C:10](=[CH:11][C:12]=1[CH3:13])[NH:9][C:8]1([CH2:16][CH2:15][CH2:14]1)[CH2:7][C:6]2=[O:17].[BH4-].[Na+]. (6) The reactants are: [F:1][C:2]1[CH:8]=[CH:7][C:5]([NH2:6])=[C:4]([N+:9]([O-:11])=[O:10])[CH:3]=1.[Br:12][C:13]1[CH:14]=[CH:15][C:16]([O:23][CH3:24])=[C:17]([S:19](Cl)(=[O:21])=[O:20])[CH:18]=1. Given the product [Br:12][C:13]1[CH:14]=[CH:15][C:16]([O:23][CH3:24])=[C:17]([S:19]([NH:6][C:5]2[CH:7]=[CH:8][C:2]([F:1])=[CH:3][C:4]=2[N+:9]([O-:11])=[O:10])(=[O:20])=[O:21])[CH:18]=1, predict the reactants needed to synthesize it. (7) Given the product [CH:17]1([C@H:15]([NH:14][C:4]2[N:5]=[C:6]([NH:8][C@@H:9]([CH:11]3[CH2:13][CH2:12]3)[CH3:10])[N:7]=[C:2]([C:23]3[CH:24]=[CH:25][N:20]=[CH:21][CH:22]=3)[N:3]=2)[CH3:16])[CH2:19][CH2:18]1, predict the reactants needed to synthesize it. The reactants are: Cl[C:2]1[N:7]=[C:6]([NH:8][C@@H:9]([CH:11]2[CH2:13][CH2:12]2)[CH3:10])[N:5]=[C:4]([NH:14][C@@H:15]([CH:17]2[CH2:19][CH2:18]2)[CH3:16])[N:3]=1.[N:20]1[CH:25]=[CH:24][C:23](B(O)O)=[CH:22][CH:21]=1.C([O-])([O-])=O.[K+].[K+].